This data is from Full USPTO retrosynthesis dataset with 1.9M reactions from patents (1976-2016). The task is: Predict the reactants needed to synthesize the given product. (1) Given the product [NH2:1][C@H:2]1[C:11]2[C:6](=[CH:7][CH:8]=[C:9]([C:33]3[CH:32]=[N:31][N:30]([CH2:29][CH2:28][O:27][Si:20]([C:23]([CH3:26])([CH3:25])[CH3:24])([CH3:21])[CH3:22])[CH:34]=3)[CH:10]=2)[N:5]([C:13](=[O:15])[CH3:14])[C@@H:4]([CH:16]2[CH2:18][CH2:17]2)[C@@H:3]1[CH3:19], predict the reactants needed to synthesize it. The reactants are: [NH2:1][C@H:2]1[C:11]2[C:6](=[CH:7][CH:8]=[C:9](Br)[CH:10]=2)[N:5]([C:13](=[O:15])[CH3:14])[C@@H:4]([CH:16]2[CH2:18][CH2:17]2)[C@@H:3]1[CH3:19].[Si:20]([O:27][CH2:28][CH2:29][N:30]1[CH:34]=[C:33](B2OC(C)(C)C(C)(C)O2)[CH:32]=[N:31]1)([C:23]([CH3:26])([CH3:25])[CH3:24])([CH3:22])[CH3:21].C(=O)([O-])[O-].[K+].[K+]. (2) Given the product [C:45]1([CH2:51][CH2:52][C:53]2[CH:54]=[CH:55][C:56]([CH2:57][NH:58][C:38](=[O:40])[C:37]3[CH:41]=[CH:42][CH:43]=[N:44][C:36]=3[NH2:35])=[CH:59][CH:60]=2)[CH:50]=[CH:49][CH:48]=[CH:47][CH:46]=1, predict the reactants needed to synthesize it. The reactants are: CN([P+](ON1N=NC2C=CC=CC1=2)(N(C)C)N(C)C)C.F[P-](F)(F)(F)(F)F.C(N(CC)CC)C.[NH2:35][C:36]1[N:44]=[CH:43][CH:42]=[CH:41][C:37]=1[C:38]([OH:40])=O.[C:45]1([CH2:51][CH2:52][C:53]2[CH:60]=[CH:59][C:56]([CH2:57][NH2:58])=[CH:55][CH:54]=2)[CH:50]=[CH:49][CH:48]=[CH:47][CH:46]=1. (3) Given the product [C:8]([O:12][C:13]([C:15]1[C:36]([F:37])=[CH:35][C:18]([O:19][CH2:20][C:21]2([CH3:34])[CH2:26][CH2:25][N:24]([C:27]([O:29][C:30]([CH3:33])([CH3:32])[CH3:31])=[O:28])[CH2:23][CH2:22]2)=[C:17]([CH:3]2[CH2:4][CH2:2]2)[CH:16]=1)=[O:14])([CH3:11])([CH3:10])[CH3:9], predict the reactants needed to synthesize it. The reactants are: N1(C([O-])=O)[CH2:4][CH2:3][CH2:2]1.[C:8]([O:12][C:13]([C:15]1[C:36]([F:37])=[CH:35][C:18]([O:19][CH2:20][C:21]2([CH3:34])[CH2:26][CH2:25][N:24]([C:27]([O:29][C:30]([CH3:33])([CH3:32])[CH3:31])=[O:28])[CH2:23][CH2:22]2)=[C:17](Cl)[CH:16]=1)=[O:14])([CH3:11])([CH3:10])[CH3:9]. (4) Given the product [Br:1][CH2:2][C@H:3]1[CH2:4][C:5]2[CH:10]=[C:9]([F:11])[CH:8]=[C:7]([C:12]3[C:13]([Cl:19])=[CH:14][CH:15]=[CH:16][C:17]=3[Cl:18])[C:6]=2[O:21]1, predict the reactants needed to synthesize it. The reactants are: [Br:1][CH2:2][C@@H:3]([OH:21])[CH2:4][C:5]1[CH:10]=[C:9]([F:11])[CH:8]=[C:7]([C:12]2[C:17]([Cl:18])=[CH:16][CH:15]=[CH:14][C:13]=2[Cl:19])[C:6]=1O.CC1C=CC(S(OCC2CC3C=CC=C(CC4C=CC=CC=4)C=3O2)(=O)=O)=CC=1. (5) Given the product [C:1]([O:5][C:6]([N:8]1[CH2:9][CH2:10][C:11]([CH2:19][NH2:20])([OH:14])[CH2:12][CH2:13]1)=[O:7])([CH3:4])([CH3:3])[CH3:2], predict the reactants needed to synthesize it. The reactants are: [C:1]([O:5][C:6]([N:8]1[CH2:13][CH2:12][C:11]([C:19]#[N:20])([O:14][Si](C)(C)C)[CH2:10][CH2:9]1)=[O:7])([CH3:4])([CH3:3])[CH3:2].[H-].[Al+3].[Li+].[H-].[H-].[H-].[OH-].[Na+]. (6) Given the product [NH2:8][C:6]1[C:5]([NH:9][CH2:17][C:18]([O:20][CH2:21][CH3:22])=[O:19])=[CH:4][CH:3]=[C:2]([Cl:1])[N:7]=1, predict the reactants needed to synthesize it. The reactants are: [Cl:1][C:2]1[N:7]=[C:6]([NH2:8])[C:5]([NH2:9])=[CH:4][CH:3]=1.C(=O)([O-])[O-].[K+].[K+].Br[CH2:17][C:18]([O:20][CH2:21][CH3:22])=[O:19]. (7) Given the product [N:8]1([C:6]2[N:7]=[C:2]([C:28]3[CH:33]=[CH:32][N:31]=[CH:30][CH:29]=3)[C:3]3[CH2:16][CH2:15][N:14]([C:17](=[O:19])[CH3:18])[C:4]=3[N:5]=2)[CH2:13][CH2:12][O:11][CH2:10][CH2:9]1, predict the reactants needed to synthesize it. The reactants are: Cl[C:2]1[C:3]2[CH2:16][CH2:15][N:14]([C:17](=[O:19])[CH3:18])[C:4]=2[N:5]=[C:6]([N:8]2[CH2:13][CH2:12][O:11][CH2:10][CH2:9]2)[N:7]=1.CC1(C)C(C)(C)OB([C:28]2[CH:33]=[CH:32][N:31]=[CH:30][CH:29]=2)O1.P([O-])([O-])([O-])=O.[K+].[K+].[K+].O. (8) The reactants are: [C:1]1([C:33]2[CH:38]=[CH:37][CH:36]=[CH:35][CH:34]=2)[CH:6]=[CH:5][C:4]([C@@:7]2([S:31][CH3:32])[CH2:11][N:10]([C:12](=[O:26])[C@@H:13]([NH:18][C:19]([O:21][C:22]([CH3:25])([CH3:24])[CH3:23])=[O:20])[C:14]([CH3:17])([CH3:16])[CH3:15])[C@H:9]([C:27]([O:29]C)=[O:28])[CH2:8]2)=[CH:3][CH:2]=1.O.[OH-].[Li+]. Given the product [C:1]1([C:33]2[CH:34]=[CH:35][CH:36]=[CH:37][CH:38]=2)[CH:6]=[CH:5][C:4]([C@@:7]2([S:31][CH3:32])[CH2:11][N:10]([C:12](=[O:26])[C@@H:13]([NH:18][C:19]([O:21][C:22]([CH3:25])([CH3:24])[CH3:23])=[O:20])[C:14]([CH3:15])([CH3:16])[CH3:17])[C@H:9]([C:27]([OH:29])=[O:28])[CH2:8]2)=[CH:3][CH:2]=1, predict the reactants needed to synthesize it.